From a dataset of Forward reaction prediction with 1.9M reactions from USPTO patents (1976-2016). Predict the product of the given reaction. (1) Given the reactants C1(C2OC(C(F)(F)F)=C(C(O)=O)N=2)C=CC=CC=1.[N+](C1C=C2C(=CC=1)N(C)N=C2N)([O-])=O.[NH2:33][C:34]1[C:42]2[C:37](=[CH:38][CH:39]=[C:40]([NH:43][C:44]([C:46]3[N:47]=[C:48]([C:55]4[CH:60]=[CH:59][CH:58]=[CH:57][CH:56]=4)[O:49][C:50]=3[C:51]([F:54])([F:53])[F:52])=[O:45])[CH:41]=2)[N:36]([CH2:61]CC)[N:35]=1, predict the reaction product. The product is: [NH2:33][C:34]1[C:42]2[C:37](=[CH:38][CH:39]=[C:40]([NH:43][C:44]([C:46]3[N:47]=[C:48]([C:55]4[CH:60]=[CH:59][CH:58]=[CH:57][CH:56]=4)[O:49][C:50]=3[C:51]([F:54])([F:53])[F:52])=[O:45])[CH:41]=2)[N:36]([CH3:61])[N:35]=1. (2) The product is: [N:23]1([CH2:28][CH2:29][CH2:30][NH:31][S:16]([C:14]2[CH:15]=[C:10]([S:7]([C:1]3[CH:6]=[CH:5][CH:4]=[CH:3][CH:2]=3)(=[O:9])=[O:8])[CH:11]=[CH:12][C:13]=2[CH2:20][CH2:21][CH3:22])(=[O:18])=[O:17])[CH:27]=[CH:26][N:25]=[CH:24]1. Given the reactants [C:1]1([S:7]([C:10]2[CH:11]=[CH:12][C:13]([CH2:20][CH2:21][CH3:22])=[C:14]([S:16](Cl)(=[O:18])=[O:17])[CH:15]=2)(=[O:9])=[O:8])[CH:6]=[CH:5][CH:4]=[CH:3][CH:2]=1.[N:23]1([CH2:28][CH2:29][CH2:30][NH2:31])[CH:27]=[CH:26][N:25]=[CH:24]1, predict the reaction product. (3) Given the reactants [Br:1][C:2]1[CH:3]=[C:4]([NH2:9])[C:5]([NH2:8])=[N:6][CH:7]=1.[NH:10]1[CH:14]=[CH:13][CH:12]=[C:11]1[CH:15]=O, predict the reaction product. The product is: [Br:1][C:2]1[CH:3]=[C:4]2[N:9]=[C:15]([C:11]3[NH:10][CH:14]=[CH:13][CH:12]=3)[NH:8][C:5]2=[N:6][CH:7]=1.